This data is from Full USPTO retrosynthesis dataset with 1.9M reactions from patents (1976-2016). The task is: Predict the reactants needed to synthesize the given product. (1) Given the product [C:5]([CH:4]([CH2:12][CH2:13][CH2:14][CH3:15])[C:3]([O:2][CH3:1])=[O:8])(=[O:7])[CH3:6], predict the reactants needed to synthesize it. The reactants are: [CH3:1][O:2][C:3](=[O:8])/[CH:4]=[C:5](/[O-:7])\[CH3:6].[Na+].[I-].[K+].[CH2:12](Br)[CH2:13][CH2:14][CH3:15]. (2) Given the product [Si:1]([O:8][C@H:9]([C:26]1[CH:27]=[CH:28][CH:29]=[CH:30][CH:31]=1)[C@H:10]1[CH2:11][CH2:12][C@@H:13]([CH2:15][C:16]2[CH:17]=[CH:18][C:19]([C:20]([O:22][CH3:23])=[O:21])=[CH:24][CH:25]=2)[N:14]1[C:32]([O:34][C:35]([CH3:38])([CH3:37])[CH3:36])=[O:33])([C:4]([CH3:7])([CH3:6])[CH3:5])([CH3:3])[CH3:2], predict the reactants needed to synthesize it. The reactants are: [Si:1]([O:8][C@H:9]([C:26]1[CH:31]=[CH:30][CH:29]=[CH:28][CH:27]=1)[C@@H:10]1[NH:14][C@H:13]([CH2:15][C:16]2[CH:25]=[CH:24][C:19]([C:20]([O:22][CH3:23])=[O:21])=[CH:18][CH:17]=2)[CH2:12][CH2:11]1)([C:4]([CH3:7])([CH3:6])[CH3:5])([CH3:3])[CH3:2].[C:32](O[C:32]([O:34][C:35]([CH3:38])([CH3:37])[CH3:36])=[O:33])([O:34][C:35]([CH3:38])([CH3:37])[CH3:36])=[O:33]. (3) The reactants are: [I-].[C:2]([O:6][C:7]([N:9]1[CH2:14][CH2:13][CH:12]([CH2:15][P+](C2C=CC=CC=2)(C2C=CC=CC=2)C2C=CC=CC=2)[CH2:11][CH2:10]1)=[O:8])([CH3:5])([CH3:4])[CH3:3].C1(C)C=CC=CC=1.C[Si]([N-][Si](C)(C)C)(C)C.[K+].[F:52][C:53]([F:64])([C:58]1[CH:63]=[CH:62][CH:61]=[CH:60][N:59]=1)[CH:54](OC)O. Given the product [C:2]([O:6][C:7]([N:9]1[CH2:10][CH2:11][CH:12]([CH:15]=[CH:54][C:53]([F:64])([F:52])[C:58]2[CH:63]=[CH:62][CH:61]=[CH:60][N:59]=2)[CH2:13][CH2:14]1)=[O:8])([CH3:3])([CH3:4])[CH3:5], predict the reactants needed to synthesize it. (4) Given the product [CH:25]([O:24][C:22]([N:19]1[CH2:18][CH2:17][CH:16]([O:15][N:14]=[C:11]2[CH2:12][CH2:13][N:8]([C:6]3[C:5]([Cl:28])=[N:4][C:3]([CH2:29][OH:30])=[C:2]([Cl:1])[N:7]=3)[CH2:9][CH2:10]2)[CH2:21][CH2:20]1)=[O:23])([CH3:27])[CH3:26], predict the reactants needed to synthesize it. The reactants are: [Cl:1][C:2]1[C:3]([C:29](O)=[O:30])=[N:4][C:5]([Cl:28])=[C:6]([N:8]2[CH2:13][CH2:12][C:11](=[N:14][O:15][CH:16]3[CH2:21][CH2:20][N:19]([C:22]([O:24][CH:25]([CH3:27])[CH3:26])=[O:23])[CH2:18][CH2:17]3)[CH2:10][CH2:9]2)[N:7]=1.C(N(CC)CC)C.ClC(OCC)=O.[BH4-].[Na+]. (5) Given the product [C:13]([N:16]1[CH:21]2[CH:20]([CH2:12][CH2:3][CH2:4][CH2:9]2)[N:19]([C:22](=[O:24])[CH3:23])[C:18]2[CH:25]=[CH:26][N:27]=[CH:28][C:17]1=2)(=[O:15])[CH3:14], predict the reactants needed to synthesize it. The reactants are: CN1CCN(C)[C:4]2[CH:9]=NC=[CH:12][C:3]1=2.[C:13]([N:16]1[CH2:21][CH2:20][N:19]([C:22](=[O:24])[CH3:23])[C:18]2[CH:25]=[CH:26][N:27]=[CH:28][C:17]1=2)(=[O:15])[CH3:14]. (6) The reactants are: [C:1]([C:3]1[CH:8]=[CH:7][C:6]([N:9]2[CH2:18][CH2:17][C:16]3[C:15]([NH:19][C:20]4[CH:42]=[CH:41][C:23]([O:24][CH2:25][CH2:26][CH2:27][N:28]5[CH2:33][CH2:32][N:31](C(OC(C)(C)C)=O)[CH2:30][CH2:29]5)=[CH:22][CH:21]=4)=[N:14][CH:13]=[N:12][C:11]=3[CH2:10]2)=[CH:5][C:4]=1[C:43]([F:46])([F:45])[F:44])#[N:2].Cl.CO.C(N(CC)CC)C.[CH3:57][S:58](Cl)(=[O:60])=[O:59]. Given the product [CH3:57][S:58]([N:31]1[CH2:32][CH2:33][N:28]([CH2:27][CH2:26][CH2:25][O:24][C:23]2[CH:41]=[CH:42][C:20]([NH:19][C:15]3[C:16]4[CH2:17][CH2:18][N:9]([C:6]5[CH:7]=[CH:8][C:3]([C:1]#[N:2])=[C:4]([C:43]([F:46])([F:45])[F:44])[CH:5]=5)[CH2:10][C:11]=4[N:12]=[CH:13][N:14]=3)=[CH:21][CH:22]=2)[CH2:29][CH2:30]1)(=[O:60])=[O:59], predict the reactants needed to synthesize it.